Predict the reaction yield, written as a fraction of the theoretical maximum amount of product (1.0 means a 100% yield; for example, 0.34 means a 34% yield). From a dataset of Reaction yield outcomes from USPTO patents with 853,638 reactions. (1) The reactants are [Cl:1][C:2]1[CH:3]=[C:4]([C:9]2([C:14]([F:17])([F:16])[F:15])[CH2:13][NH:12][N:11]=[CH:10]2)[CH:5]=[C:6]([Cl:8])[CH:7]=1.Br[C:19]1[CH:30]=[CH:29][C:22]([C:23]([NH:25][CH:26]2[CH2:28][CH2:27]2)=[O:24])=[C:21]([CH3:31])[CH:20]=1.C([O-])([O-])=O.[Cs+].[Cs+].C1(P(C2C=CC=CC=2)C2C3OC4C(=CC=CC=4P(C4C=CC=CC=4)C4C=CC=CC=4)C(C)(C)C=3C=CC=2)C=CC=CC=1. The catalyst is C1(C)C=CC=CC=1.CC([O-])=O.CC([O-])=O.[Pd+2].O. The product is [CH:26]1([NH:25][C:23](=[O:24])[C:22]2[CH:29]=[CH:30][C:19]([N:11]3[CH2:10][C:9]([C:4]4[CH:5]=[C:6]([Cl:8])[CH:7]=[C:2]([Cl:1])[CH:3]=4)([C:14]([F:15])([F:17])[F:16])[CH:13]=[N:12]3)=[CH:20][C:21]=2[CH3:31])[CH2:27][CH2:28]1. The yield is 0.220. (2) The reactants are [NH:1]1[CH2:5][CH2:4][C@@H:3]2[CH2:6][N:7]([C:9]3[CH:10]=[C:11]([CH2:16][C:17]#[N:18])[C:12]([Br:15])=[N:13][CH:14]=3)[CH2:8][C@H:2]12.[C:19]([OH:26])(=[O:25])/[CH:20]=[CH:21]/[C:22]([OH:24])=[O:23]. The catalyst is CO.C(OCC)C. The product is [C:19]([OH:26])(=[O:25])/[CH:20]=[CH:21]/[C:22]([OH:24])=[O:23].[NH:1]1[CH2:5][CH2:4][C@@H:3]2[CH2:6][N:7]([C:9]3[CH:10]=[C:11]([CH2:16][C:17]#[N:18])[C:12]([Br:15])=[N:13][CH:14]=3)[CH2:8][C@H:2]12. The yield is 0.150. (3) The reactants are [CH:1]1([C:4](=O)[CH3:5])[CH2:3][CH2:2]1.[O:7]1[CH:11]=[CH:10][CH:9]=[C:8]1[CH2:12][NH2:13].[BH4-].[Na+]. The catalyst is CO.CC(O[Ti](OC(C)C)(OC(C)C)OC(C)C)C. The product is [CH:1]1([CH:4]([NH:13][CH2:12][C:8]2[O:7][CH:11]=[CH:10][CH:9]=2)[CH3:5])[CH2:3][CH2:2]1. The yield is 0.250. (4) The reactants are [O:1]1[C:5]2([CH2:10][CH2:9][CH:8]([O:11][C:12]3[N:17]=[C:16]([C:18]([F:21])([F:20])[F:19])[N:15]=[C:14]([CH:22](C(OCC)=O)[C:23]([O:25][CH2:26][CH3:27])=[O:24])[CH:13]=3)[CH2:7][CH2:6]2)[O:4][CH2:3][CH2:2]1.O.[O-]CC.[Na+]. The catalyst is C(O)C.C(=O)(O)[O-]. The product is [O:4]1[C:5]2([CH2:10][CH2:9][CH:8]([O:11][C:12]3[N:17]=[C:16]([C:18]([F:21])([F:19])[F:20])[N:15]=[C:14]([CH2:22][C:23]([O:25][CH2:26][CH3:27])=[O:24])[CH:13]=3)[CH2:7][CH2:6]2)[O:1][CH2:2][CH2:3]1. The yield is 0.880. (5) The reactants are [Cl:1][C:2]1[CH:10]=[C:9]2[C:5]([CH:6]=[N:7][N:8]2[C:11]2[CH:16]=[CH:15][C:14]([F:17])=[CH:13][CH:12]=2)=[CH:4][C:3]=1[O:18][CH:19]([C:23]1[CH:28]=[CH:27][C:26]([F:29])=[CH:25][CH:24]=1)[CH:20]([NH2:22])[CH3:21].[F:30][C:31]([F:42])([F:41])[C:32](O[C:32](=[O:33])[C:31]([F:42])([F:41])[F:30])=[O:33].O.CC#N. The product is [Cl:1][C:2]1[CH:10]=[C:9]2[C:5]([CH:6]=[N:7][N:8]2[C:11]2[CH:12]=[CH:13][C:14]([F:17])=[CH:15][CH:16]=2)=[CH:4][C:3]=1[O:18][CH:19]([C:23]1[CH:24]=[CH:25][C:26]([F:29])=[CH:27][CH:28]=1)[CH:20]([NH:22][C:32](=[O:33])[C:31]([F:42])([F:41])[F:30])[CH3:21]. The catalyst is CC#N. The yield is 0.820. (6) The reactants are [Br:1][C:2]1[CH:7]=[CH:6][C:5]([C:8]2([CH3:15])[NH:12]C(=O)N[C:9]2=[O:14])=[CH:4][CH:3]=1.[OH-:16].[Na+].Cl. The catalyst is O. The product is [NH2:12][C:8]([C:5]1[CH:6]=[CH:7][C:2]([Br:1])=[CH:3][CH:4]=1)([CH3:15])[C:9]([OH:16])=[O:14]. The yield is 0.650.